From a dataset of Experimentally validated miRNA-target interactions with 360,000+ pairs, plus equal number of negative samples. Binary Classification. Given a miRNA mature sequence and a target amino acid sequence, predict their likelihood of interaction. The miRNA is cel-miR-357-3p with sequence AAAUGCCAGUCGUUGCAGGAGU. The protein sequence of the target gene is MASGVAVSDGVIKVFNDMKVRKSSTPEEVKKRKKAVLFCLSEDKKNIILEEGKEILVGDVGQTVDDPYATFVKMLPDKDCRYALYDATYETKESKKEDLVFIFWAPESAPLKSKMIYASSKDAIKKKLTGIKHELQANCYEEVKDRCTLAEKLGGSAVISLEGKPL. Result: 0 (no interaction).